Dataset: Catalyst prediction with 721,799 reactions and 888 catalyst types from USPTO. Task: Predict which catalyst facilitates the given reaction. Reactant: Cl[C:2]1[N:7]=[C:6]([C:8]([OH:10])=[O:9])[CH:5]=[CH:4][N:3]=1.[NH2:11][C:12]1[CH:13]=[C:14]([C:19]2[S:23][C:22]([C:24]([OH:30])([CH3:29])[C:25]([F:28])([F:27])[F:26])=[N:21][CH:20]=2)[CH:15]=[C:16]([CH3:18])[CH:17]=1.C(O)(=O)C. Product: [CH3:18][C:16]1[CH:17]=[C:12]([NH:11][C:2]2[N:7]=[C:6]([C:8]([OH:10])=[O:9])[CH:5]=[CH:4][N:3]=2)[CH:13]=[C:14]([C:19]2[S:23][C:22]([C:24]([OH:30])([CH3:29])[C:25]([F:28])([F:27])[F:26])=[N:21][CH:20]=2)[CH:15]=1. The catalyst class is: 12.